From a dataset of Catalyst prediction with 721,799 reactions and 888 catalyst types from USPTO. Predict which catalyst facilitates the given reaction. (1) Reactant: [CH3:1][O:2][C:3]1[N:8]=[C:7]([O:9][CH3:10])[N:6]=[C:5]([CH:11]2[C:19]3[C:14](=[CH:15][CH:16]=[CH:17][CH:18]=3)[NH:13][C:12]2=[O:20])[N:4]=1.CN1C=CN=C1.[F:27][CH:28]([F:33])[S:29](Cl)(=[O:31])=[O:30].O. Product: [F:27][CH:28]([F:33])[S:29]([N:13]1[C:14]2[C:19](=[CH:18][CH:17]=[CH:16][CH:15]=2)[CH:11]([C:5]2[N:4]=[C:3]([O:2][CH3:1])[N:8]=[C:7]([O:9][CH3:10])[N:6]=2)[C:12]1=[O:20])(=[O:31])=[O:30]. The catalyst class is: 4. (2) Reactant: [Si:1]([O:8][CH2:9][C@@H:10]1[CH:15]=[C:14]([C:16](=[O:20])[N:17]([CH3:19])[CH3:18])[C@@H:13]([OH:21])[CH2:12][N:11]1[C:22]([O:24][C:25]([CH3:28])([CH3:27])[CH3:26])=[O:23])([C:4]([CH3:7])([CH3:6])[CH3:5])([CH3:3])[CH3:2].CC(OI1(OC(C)=O)(OC(C)=O)OC(=O)C2C=CC=CC1=2)=O. Product: [Si:1]([O:8][CH2:9][C@@H:10]1[CH:15]=[C:14]([C:16](=[O:20])[N:17]([CH3:18])[CH3:19])[C:13](=[O:21])[CH2:12][N:11]1[C:22]([O:24][C:25]([CH3:28])([CH3:27])[CH3:26])=[O:23])([C:4]([CH3:7])([CH3:6])[CH3:5])([CH3:3])[CH3:2]. The catalyst class is: 2. (3) The catalyst class is: 9. Reactant: [C:1]1(=[O:12])[C:10]2[C:5](=[CH:6][CH:7]=[CH:8][CH:9]=2)[CH2:4][C:3](=[O:11])[NH:2]1.[C:13]([O:16][C:17](=O)C)(=O)C.COC(OC)OC. Product: [CH3:13][O:16][CH:17]=[C:4]1[C:5]2[C:10](=[CH:9][CH:8]=[CH:7][CH:6]=2)[C:1](=[O:12])[NH:2][C:3]1=[O:11].